This data is from Full USPTO retrosynthesis dataset with 1.9M reactions from patents (1976-2016). The task is: Predict the reactants needed to synthesize the given product. (1) Given the product [CH3:40][C:7]([O:9][C:10]1[CH:15]=[CH:14][C:13]([CH2:16][C:17](=[O:39])[NH:18][C:19]2[CH:20]=[N:21][C:22]([C:29]3[CH:30]=[CH:31][C:32]([C:35]([F:37])([F:38])[F:36])=[CH:33][CH:34]=3)=[CH:23][C:24]=2[C:25]([F:26])([F:27])[F:28])=[CH:12][CH:11]=1)([CH3:8])[C:6]([OH:41])=[O:5], predict the reactants needed to synthesize it. The reactants are: C([O:5][C:6](=[O:41])[C:7]([CH3:40])([O:9][C:10]1[CH:15]=[CH:14][C:13]([CH2:16][C:17](=[O:39])[NH:18][C:19]2[CH:20]=[N:21][C:22]([C:29]3[CH:34]=[CH:33][C:32]([C:35]([F:38])([F:37])[F:36])=[CH:31][CH:30]=3)=[CH:23][C:24]=2[C:25]([F:28])([F:27])[F:26])=[CH:12][CH:11]=1)[CH3:8])(C)(C)C.FC(F)(F)C(O)=O. (2) Given the product [CH3:28][N:26]1[CH:27]=[C:23]([C:5]2[CH:6]=[C:7]([O:8][CH2:9][CH:10]3[CH2:15][CH2:14][NH:13][CH2:12][CH2:11]3)[C:2]([NH2:1])=[N:3][CH:4]=2)[N:24]=[N:25]1, predict the reactants needed to synthesize it. The reactants are: [NH2:1][C:2]1[C:7]([O:8][CH2:9][CH:10]2[CH2:15][CH2:14][N:13](C(OC(C)(C)C)=O)[CH2:12][CH2:11]2)=[CH:6][C:5]([C:23]2[N:24]=[N:25][N:26]([CH3:28])[CH:27]=2)=[CH:4][N:3]=1.Cl. (3) Given the product [Br:20][C:17]1[CH:18]=[CH:19][C:14]([C:11]2[C:10]3[CH:21]=[CH:22][C:7]([O:6][CH2:5][CH2:4][CH2:3][CH2:2][N:25]([CH2:23][CH3:24])[CH2:26][CH2:27][OH:28])=[CH:8][C:9]=3[S:13][N:12]=2)=[CH:15][CH:16]=1, predict the reactants needed to synthesize it. The reactants are: Br[CH2:2][CH2:3][CH2:4][CH2:5][O:6][C:7]1[CH:22]=[CH:21][C:10]2[C:11]([C:14]3[CH:19]=[CH:18][C:17]([Br:20])=[CH:16][CH:15]=3)=[N:12][S:13][C:9]=2[CH:8]=1.[CH2:23]([NH:25][CH2:26][CH2:27][OH:28])[CH3:24]. (4) Given the product [NH2:34][C:32](=[O:33])[CH2:31][N:20]([C:16]1[N:15]=[C:14]2[CH:13]=[CH:12][N:11]([S:1]([C:4]3[CH:5]=[CH:6][C:7]([CH3:8])=[CH:9][CH:10]=3)(=[O:2])=[O:3])[C:19]2=[N:18][CH:17]=1)[C:21](=[O:27])[O:22][C:23]([CH3:24])([CH3:26])[CH3:25], predict the reactants needed to synthesize it. The reactants are: [S:1]([N:11]1[C:19]2[C:14](=[N:15][C:16]([NH:20][C:21](=[O:27])[O:22][C:23]([CH3:26])([CH3:25])[CH3:24])=[CH:17][N:18]=2)[CH:13]=[CH:12]1)([C:4]1[CH:10]=[CH:9][C:7]([CH3:8])=[CH:6][CH:5]=1)(=[O:3])=[O:2].[H-].[Na+].Br[CH2:31][C:32]([NH2:34])=[O:33]. (5) Given the product [C:1]([CH:4]1[CH2:5][CH2:6][CH:7]([NH:10][C:11]2[CH:29]=[CH:28][C:27]([N+:30]([O-:32])=[O:31])=[CH:26][C:12]=2[C:13]([NH:15][CH2:16][C:17]2[CH:25]=[CH:24][C:20]3[O:21][CH2:22][O:23][C:19]=3[CH:18]=2)=[O:14])[CH2:8][CH2:9]1)(=[O:3])[NH2:35], predict the reactants needed to synthesize it. The reactants are: [C:1]([CH:4]1[CH2:9][CH2:8][CH:7]([NH:10][C:11]2[CH:29]=[CH:28][C:27]([N+:30]([O-:32])=[O:31])=[CH:26][C:12]=2[C:13]([NH:15][CH2:16][C:17]2[CH:25]=[CH:24][C:20]3[O:21][CH2:22][O:23][C:19]=3[CH:18]=2)=[O:14])[CH2:6][CH2:5]1)([OH:3])=O.Cl.C[N:35](C)CCCN=C=NCC.ON1C2C=CC=CC=2N=N1. (6) Given the product [CH:1]([N:4]1[CH2:9][CH2:8][N:7]([C:10]([C:12]2[CH:22]=[CH:21][C:15]3[S:16][CH:17]=[C:18]([CH2:19][N:23]4[CH2:28][CH2:27][CH2:26][CH2:25][CH2:24]4)[C:14]=3[CH:13]=2)=[O:11])[CH2:6][CH2:5]1)([CH3:3])[CH3:2], predict the reactants needed to synthesize it. The reactants are: [CH:1]([N:4]1[CH2:9][CH2:8][N:7]([C:10]([C:12]2[CH:22]=[CH:21][C:15]3[S:16][CH:17]=[C:18]([CH:19]=O)[C:14]=3[CH:13]=2)=[O:11])[CH2:6][CH2:5]1)([CH3:3])[CH3:2].[NH:23]1[CH2:28][CH2:27][CH2:26][CH2:25][CH2:24]1.[BH-](OC(C)=O)(OC(C)=O)OC(C)=O.[Na+]. (7) Given the product [NH2:29][C@H:25]1[CH2:26][CH2:27][CH2:28][C@H:24]1[NH:23][C:18]1[N:17]=[CH:16][C:15]2[C:20](=[CH:21][CH:22]=[C:13]([C:10]3[CH:11]=[CH:12][C:7]([C:5]([NH:4][CH:1]4[CH2:3][CH2:2]4)=[O:6])=[CH:8][C:9]=3[O:37][CH3:38])[CH:14]=2)[N:19]=1, predict the reactants needed to synthesize it. The reactants are: [CH:1]1([NH:4][C:5]([C:7]2[CH:12]=[CH:11][C:10]([C:13]3[CH:14]=[C:15]4[C:20](=[CH:21][CH:22]=3)[N:19]=[C:18]([NH:23][C@@H:24]3[CH2:28][CH2:27][CH2:26][C@@H:25]3[NH:29]C(=O)OC(C)(C)C)[N:17]=[CH:16]4)=[C:9]([O:37][CH3:38])[CH:8]=2)=[O:6])[CH2:3][CH2:2]1.Cl.